From a dataset of Full USPTO retrosynthesis dataset with 1.9M reactions from patents (1976-2016). Predict the reactants needed to synthesize the given product. Given the product [Br:1][C:2]1[CH:3]=[CH:4][C:5]([C:6]([C@@H:8]2[CH2:13][CH2:12][CH2:11][CH2:10][C@H:9]2[C:14]([O:16][CH2:22][CH2:21][Si:20]([CH3:25])([CH3:24])[CH3:19])=[O:15])=[O:7])=[CH:17][CH:18]=1, predict the reactants needed to synthesize it. The reactants are: [Br:1][C:2]1[CH:18]=[CH:17][C:5]([C:6]([C@@H:8]2[CH2:13][CH2:12][CH2:11][CH2:10][C@H:9]2[C:14]([OH:16])=[O:15])=[O:7])=[CH:4][CH:3]=1.[CH3:19][Si:20]([CH3:25])([CH3:24])[CH2:21][CH2:22]O.CCN=C=NCCCN(C)C.O.